Task: Predict the reaction yield, written as a fraction of the theoretical maximum amount of product (1.0 means a 100% yield; for example, 0.34 means a 34% yield).. Dataset: Reaction yield outcomes from USPTO patents with 853,638 reactions The product is [OH:1][C@@:2]1([C:9]#[C:10][C:11]2[CH:12]=[C:13]([C:17]3[N:22]=[C:21]([C:23]([NH2:33])=[O:25])[CH:20]=[C:19]([N:28]4[CH:32]=[N:31][CH:30]=[N:29]4)[CH:18]=3)[CH:14]=[CH:15][CH:16]=2)[CH2:6][CH2:5][N:4]([CH3:7])[C:3]1=[O:8]. No catalyst specified. The yield is 0.160. The reactants are [OH:1][C@@:2]1([C:9]#[C:10][C:11]2[CH:12]=[C:13]([C:17]3[N:22]=[C:21]([C:23]([O:25]CC)=O)[CH:20]=[C:19]([N:28]4[CH:32]=[N:31][CH:30]=[N:29]4)[CH:18]=3)[CH:14]=[CH:15][CH:16]=2)[CH2:6][CH2:5][N:4]([CH3:7])[C:3]1=[O:8].[NH3:33].